This data is from TCR-epitope binding with 47,182 pairs between 192 epitopes and 23,139 TCRs. The task is: Binary Classification. Given a T-cell receptor sequence (or CDR3 region) and an epitope sequence, predict whether binding occurs between them. (1) The epitope is QECVRGTTVL. The TCR CDR3 sequence is CASSNTRTSGDYEQYF. Result: 0 (the TCR does not bind to the epitope). (2) The epitope is KLWAQCVQL. The TCR CDR3 sequence is CASSPEQGFQPQHF. Result: 1 (the TCR binds to the epitope). (3) The epitope is IQYIDIGNY. The TCR CDR3 sequence is CASSKVGTSGAVETQYF. Result: 1 (the TCR binds to the epitope). (4) The epitope is EIYKRWII. The TCR CDR3 sequence is CASSYRTGSNEQFF. Result: 0 (the TCR does not bind to the epitope). (5) The epitope is PKYVKQNTLKLAT. The TCR CDR3 sequence is CSVKVGYEQYF. Result: 1 (the TCR binds to the epitope). (6) The epitope is LVLSVNPYV. The TCR CDR3 sequence is CASSILGTAYTDTQYF. Result: 0 (the TCR does not bind to the epitope). (7) The epitope is FVDGVPFVV. The TCR CDR3 sequence is CASSLDIAGELTDTQYF. Result: 1 (the TCR binds to the epitope).